Predict which catalyst facilitates the given reaction. From a dataset of Catalyst prediction with 721,799 reactions and 888 catalyst types from USPTO. (1) Reactant: Cl[C:2]1[C:7]([C:8]([O:10][CH2:11][CH3:12])=[S:9])=[CH:6][N:5]=[C:4]([CH3:13])[N:3]=1.[CH3:14][NH2:15].C(O)C.O. Product: [CH3:14][NH:15][C:2]1[C:7]([C:8]([O:10][CH2:11][CH3:12])=[S:9])=[CH:6][N:5]=[C:4]([CH3:13])[N:3]=1. The catalyst class is: 4. (2) Reactant: [F:1][C:2]1[CH:7]=[C:6]([F:8])[CH:5]=[CH:4][C:3]=1[C:9]1[CH:14]=[C:13]([N:15]2[C:19]3=[N:20][CH:21]=[C:22]([C:24]4[N:25]=[N:26][N:27]([CH:29]5[CH2:34][CH2:33][O:32][CH2:31][CH2:30]5)[CH:28]=4)[CH:23]=[C:18]3[N:17]=[CH:16]2)[CH:12]=[C:11]([NH2:35])[CH:10]=1.N1C=CC=CC=1.[CH2:42]([S:44](Cl)(=[O:46])=[O:45])[CH3:43]. Product: [F:1][C:2]1[CH:7]=[C:6]([F:8])[CH:5]=[CH:4][C:3]=1[C:9]1[CH:14]=[C:13]([N:15]2[C:19]3=[N:20][CH:21]=[C:22]([C:24]4[N:25]=[N:26][N:27]([CH:29]5[CH2:30][CH2:31][O:32][CH2:33][CH2:34]5)[CH:28]=4)[CH:23]=[C:18]3[N:17]=[CH:16]2)[CH:12]=[C:11]([NH:35][S:44]([CH2:42][CH3:43])(=[O:46])=[O:45])[CH:10]=1. The catalyst class is: 2. (3) Reactant: [C:1]([C:3]1[CH:8]=[C:7]([CH2:9][CH2:10][C:11]([O:13][C:14]([CH3:17])([CH3:16])[CH3:15])=[O:12])[CH:6]=[CH:5][N:4]=1)#[N:2].[Br:18][C:19]1[CH:20]=[C:21]([SH:28])[C:22](=[CH:26][CH:27]=1)[C:23](O)=[O:24]. Product: [Br:18][C:19]1[CH:27]=[CH:26][C:22]2[C:23](=[O:24])[N:2]=[C:1]([C:3]3[CH:8]=[C:7]([CH2:9][CH2:10][C:11]([O:13][C:14]([CH3:17])([CH3:16])[CH3:15])=[O:12])[CH:6]=[CH:5][N:4]=3)[S:28][C:21]=2[CH:20]=1. The catalyst class is: 17.